This data is from Peptide-MHC class II binding affinity with 134,281 pairs from IEDB. The task is: Regression. Given a peptide amino acid sequence and an MHC pseudo amino acid sequence, predict their binding affinity value. This is MHC class II binding data. (1) The peptide sequence is DALTLRTATNIWIDH. The MHC is HLA-DQA10501-DQB10201 with pseudo-sequence HLA-DQA10501-DQB10201. The binding affinity (normalized) is 0.107. (2) The MHC is DRB1_0802 with pseudo-sequence DRB1_0802. The binding affinity (normalized) is 0.164. The peptide sequence is SQDLELSWNLNVLQAY.